This data is from Catalyst prediction with 721,799 reactions and 888 catalyst types from USPTO. The task is: Predict which catalyst facilitates the given reaction. (1) Reactant: [Br:1][C:2]1[CH:17]=[CH:16][C:5]2[C:6]3[N:7]=[C:8]([NH:14][NH2:15])[S:9][C:10]=3[CH2:11][CH2:12][O:13][C:4]=2[CH:3]=1.CN(C)/[CH:20]=[N:21]/[C:22](=O)[C:23]1[CH:28]=[CH:27][C:26]([F:29])=[CH:25][C:24]=1[F:30]. Product: [Br:1][C:2]1[CH:17]=[CH:16][C:5]2[C:6]3[N:7]=[C:8]([N:14]4[C:22]([C:23]5[CH:28]=[CH:27][C:26]([F:29])=[CH:25][C:24]=5[F:30])=[N:21][CH:20]=[N:15]4)[S:9][C:10]=3[CH2:11][CH2:12][O:13][C:4]=2[CH:3]=1. The catalyst class is: 15. (2) Reactant: Br[C:2]1[CH:3]=[C:4]([C:9](=[O:29])[CH2:10][N:11]2[C:15]3([CH2:20][CH2:19][CH2:18][CH2:17][CH2:16]3)[N:14]=[C:13]([C:21]3[CH:26]=[CH:25][C:24]([Cl:27])=[CH:23][CH:22]=3)[C:12]2=[O:28])[CH:5]=[CH:6][C:7]=1[Cl:8].[Cu][C:31]#[N:32].C(=O)([O-])O.[Na+]. Product: [Cl:8][C:7]1[CH:6]=[CH:5][C:4]([C:9](=[O:29])[CH2:10][N:11]2[C:15]3([CH2:20][CH2:19][CH2:18][CH2:17][CH2:16]3)[N:14]=[C:13]([C:21]3[CH:26]=[CH:25][C:24]([Cl:27])=[CH:23][CH:22]=3)[C:12]2=[O:28])=[CH:3][C:2]=1[C:31]#[N:32]. The catalyst class is: 60.